Dataset: Catalyst prediction with 721,799 reactions and 888 catalyst types from USPTO. Task: Predict which catalyst facilitates the given reaction. Reactant: [Cl:1][C:2]1[C:7]([C:8]2[CH:13]=[CH:12][CH:11]=[C:10]([CH2:14][CH3:15])[CH:9]=2)=[C:6]([C@:16]([C@@H:22]2[O:27][CH2:26][CH2:25][N:24](C(OC(C)(C)C)=O)[CH2:23]2)([OH:21])[CH2:17][CH2:18][CH:19]=[CH2:20])[CH:5]=[CH:4][CH:3]=1.Cl.[OH-].[Na+]. Product: [Cl:1][C:2]1[C:7]([C:8]2[CH:13]=[CH:12][CH:11]=[C:10]([CH2:14][CH3:15])[CH:9]=2)=[C:6]([C@:16]([C@@H:22]2[O:27][CH2:26][CH2:25][NH:24][CH2:23]2)([OH:21])[CH2:17][CH2:18][CH:19]=[CH2:20])[CH:5]=[CH:4][CH:3]=1. The catalyst class is: 10.